Dataset: Forward reaction prediction with 1.9M reactions from USPTO patents (1976-2016). Task: Predict the product of the given reaction. Given the reactants [CH2:1]([O:8][CH:9]1[CH2:14][CH2:13][C:12]([CH2:17][OH:18])([C:15]#[N:16])[CH2:11][CH2:10]1)[C:2]1[CH:7]=[CH:6][CH:5]=[CH:4][CH:3]=1.[C:19]1([CH3:29])[CH:24]=[CH:23][C:22]([S:25](Cl)(=[O:27])=[O:26])=[CH:21][CH:20]=1.C(N(CC)CC)C.CCOC(C)=O, predict the reaction product. The product is: [CH3:29][C:19]1[CH:24]=[CH:23][C:22]([S:25]([O:18][CH2:17][C:12]2([C:15]#[N:16])[CH2:13][CH2:14][CH:9]([O:8][CH2:1][C:2]3[CH:7]=[CH:6][CH:5]=[CH:4][CH:3]=3)[CH2:10][CH2:11]2)(=[O:27])=[O:26])=[CH:21][CH:20]=1.